The task is: Predict which catalyst facilitates the given reaction.. This data is from Catalyst prediction with 721,799 reactions and 888 catalyst types from USPTO. (1) Reactant: [F:1][C:2]1[CH:3]=[C:4]([CH:9]=[CH:10][C:11]=1[C:12]1[C:16]2=[N:17][CH:18]=[CH:19][CH:20]=[C:15]2[NH:14][N:13]=1)[C:5]([O:7][CH3:8])=[O:6].[H-].[Na+].[Cl:23][C:24]1[CH:32]=[CH:31][CH:30]=[C:29]([CH:33]2[CH2:38][CH2:37][CH2:36][CH2:35][CH2:34]2)[C:25]=1[C:26](Cl)=[O:27]. Product: [Cl:23][C:24]1[CH:32]=[CH:31][CH:30]=[C:29]([CH:33]2[CH2:34][CH2:35][CH2:36][CH2:37][CH2:38]2)[C:25]=1[C:26]([N:14]1[C:15]2[C:16](=[N:17][CH:18]=[CH:19][CH:20]=2)[C:12]([C:11]2[CH:10]=[CH:9][C:4]([C:5]([O:7][CH3:8])=[O:6])=[CH:3][C:2]=2[F:1])=[N:13]1)=[O:27]. The catalyst class is: 1. (2) Reactant: C(OC([N:8]1[CH2:13][C@H:12]([O:14][CH2:15][C:16]2[CH:25]=[C:24]([O:26][CH3:27])[C:23]3[C:18](=[CH:19][CH:20]=[CH:21][CH:22]=3)[CH:17]=2)[C@@H:11]([C:28]2[CH:33]=[CH:32][C:31]([O:34][CH2:35][CH2:36][CH2:37][O:38][C:39]3[CH:44]=[CH:43][CH:42]=[CH:41][C:40]=3[Cl:45])=[CH:30][CH:29]=2)[C@H:10]([O:46][CH2:47][C@H:48]2[CH2:52][O:51]C(C)(C)[O:49]2)[CH2:9]1)=O)(C)(C)C.Cl. Product: [Cl:45][C:40]1[CH:41]=[CH:42][CH:43]=[CH:44][C:39]=1[O:38][CH2:37][CH2:36][CH2:35][O:34][C:31]1[CH:32]=[CH:33][C:28]([C@@H:11]2[C@@H:12]([O:14][CH2:15][C:16]3[CH:25]=[C:24]([O:26][CH3:27])[C:23]4[C:18](=[CH:19][CH:20]=[CH:21][CH:22]=4)[CH:17]=3)[CH2:13][NH:8][CH2:9][C@H:10]2[O:46][CH2:47][C@H:48]([OH:49])[CH2:52][OH:51])=[CH:29][CH:30]=1. The catalyst class is: 5.